Task: Predict the reactants needed to synthesize the given product.. Dataset: Retrosynthesis with 50K atom-mapped reactions and 10 reaction types from USPTO (1) The reactants are: N#Cc1ccc(-c2cc(Cn3cc4nc(-c5cccc(F)c5F)nc-4cn3)on2)cc1.[N-]=[N+]=[N-]. Given the product Fc1cccc(-c2nc3cnn(Cc4cc(-c5ccc(-c6nnn[nH]6)cc5)no4)cc-3n2)c1F, predict the reactants needed to synthesize it. (2) Given the product Fc1cnc(Nc2ccc(N3CCN(Cc4ccccc4)CC3)cc2)nc1Nc1ccc2c(c1)OCCO2, predict the reactants needed to synthesize it. The reactants are: Nc1ccc(N2CCN(Cc3ccccc3)CC2)cc1.Oc1cccc(Nc2ncc(F)c(Nc3ccc4c(c3)OCCO4)n2)c1. (3) Given the product CC(=O)n1cc(C#N)c(-c2ccccc2)c1, predict the reactants needed to synthesize it. The reactants are: CC(=O)OC(C)=O.N#Cc1c[nH]cc1-c1ccccc1. (4) Given the product Cc1ccc(F)cc1C(=O)N(CCCN(C)C)c1ccc(C(=O)N2Cc3cccn3Cc3ccccc32)cn1, predict the reactants needed to synthesize it. The reactants are: CN(C)CCCNc1ccc(C(=O)N2Cc3cccn3Cc3ccccc32)cn1.Cc1ccc(F)cc1C(=O)Cl. (5) Given the product Cc1c(-c2ccccc2)c(C2CCC(O)C2)n2c(nc3ccccc32)c1C#N, predict the reactants needed to synthesize it. The reactants are: COCOC1CCC(c2c(-c3ccccc3)c(C)c(C#N)c3nc4ccccc4n23)C1.